The task is: Binary Classification. Given a miRNA mature sequence and a target amino acid sequence, predict their likelihood of interaction.. This data is from Experimentally validated miRNA-target interactions with 360,000+ pairs, plus equal number of negative samples. (1) Result: 0 (no interaction). The protein sequence of the target gene is MEKQKPFALFVPPRSSSSQVSAVKPQTLGGDSTFFKSFNKCTEDDFEFPFAKTNLSKNGENIDSDPALQKVNFLPVLEQVGNSDCHYQEGLKDSDLENSEGLSRVYSKLYKEAEKIKKWKVSTEAELRQKESKLQENRKIIEAQRKAIQELQFGNEKVSLKLEEGIQENKDLIKENNATRHLCNLLKETCARSAEKTKKYEYEREETRQVYMDLNNNIEKMITAFEELRVQAENSRLEMHFKLKEDYEKIQHLEQEYKKEINDKEKQVSLLLIQITEKENKMKDLTFLLEESRDKVNQLE.... The miRNA is hsa-miR-493-3p with sequence UGAAGGUCUACUGUGUGCCAGG. (2) Result: 0 (no interaction). The protein sequence of the target gene is MSHAAEPARDGVEASAEGPRAVFVLLEERRPADSAQLLSLNSLLPESGIVADIELENVLDPDSFYELKSQPLPLRSSLPISLQATPATPATLSASSSAGGSRTPAMSSSSSSRVLLRQQLMRAQAQEQERRERREQAAAAPFPSPAPASPAISVVGVSAGGHTLSRPPPAQVPREVLKVQTHLENPTRYHLQQARRQQVKQYLSTTLGPKLASQALTPPPGPASAQPLPAPEAAHTTGPTGSAPNSPMALLTIGSSSEKEIDDVIDEIISLESSYNDEMLSYLPGGTTGLQLPSTLPVSG.... The miRNA is mmu-miR-208a-3p with sequence AUAAGACGAGCAAAAAGCUUGU. (3) The miRNA is hsa-miR-6752-3p with sequence UCCCUGCCCCCAUACUCCCAG. The protein sequence of the target gene is MNGSNMANTSPSVKSKEDQGLSGHDEKENPFAEYMWMENEEDFNRQVEEELQEQDFLDRCFQEMLDEEDQDWFIPSRDLPQAMGQLQQQLNGLSVSEGHDSEDILSKSNLNPDAKEFIPGEKY. Result: 1 (interaction). (4) The miRNA is hsa-miR-381-5p with sequence AGCGAGGUUGCCCUUUGUAUAU. The protein sequence of the target gene is MDLSVLPNNNHPDKFLQLDVKSLTRSSALLQASLVRFPGGNYPAAQHWQNLVYSQREKKNIAAQRIRGSSADSLVTADSPPPSMSSVMKNNPLYGDLSLEEAMEERKKNPSWTIEEYDKHSLHTNLSGHLKENPNDLRFWLGDMYTPGFDTLLKKEEKQEKHSKFCRMGLILLVVISILVTIVTIITFFT. Result: 0 (no interaction).